From a dataset of Peptide-MHC class II binding affinity with 134,281 pairs from IEDB. Regression. Given a peptide amino acid sequence and an MHC pseudo amino acid sequence, predict their binding affinity value. This is MHC class II binding data. (1) The peptide sequence is FLIYITELLKKLQST. The MHC is HLA-DQA10501-DQB10201 with pseudo-sequence HLA-DQA10501-DQB10201. The binding affinity (normalized) is 0.214. (2) The peptide sequence is WASVKKDLISYGGGW. The MHC is DRB1_0101 with pseudo-sequence DRB1_0101. The binding affinity (normalized) is 0.258. (3) The peptide sequence is LWDIPTPKIIEECEH. The MHC is DRB1_0901 with pseudo-sequence DRB1_0901. The binding affinity (normalized) is 0.652. (4) The peptide sequence is RSVQRNTVFKAGDLG. The MHC is H-2-IAb with pseudo-sequence H-2-IAb. The binding affinity (normalized) is 0.0899. (5) The peptide sequence is TEAPAAPAEGEKPAE. The MHC is DRB3_0202 with pseudo-sequence DRB3_0202. The binding affinity (normalized) is 0.102. (6) The peptide sequence is VCGMFTNRSGSQQW. The MHC is DRB1_0802 with pseudo-sequence DRB1_0802. The binding affinity (normalized) is 0.435.